This data is from Forward reaction prediction with 1.9M reactions from USPTO patents (1976-2016). The task is: Predict the product of the given reaction. Given the reactants [N+:1]([C:4]1[CH:9]=[C:8]([C:10]([F:13])([F:12])[F:11])[CH:7]=[CH:6][C:5]=1[OH:14])([O-])=O.[C:15](OC(=O)C)(=[O:17])[CH3:16], predict the reaction product. The product is: [OH:14][C:5]1[CH:6]=[CH:7][C:8]([C:10]([F:13])([F:12])[F:11])=[CH:9][C:4]=1[NH:1][C:15](=[O:17])[CH3:16].